From a dataset of Forward reaction prediction with 1.9M reactions from USPTO patents (1976-2016). Predict the product of the given reaction. (1) Given the reactants BrN1C(=O)CCC1=O.C1(P(C2C=CC=CC=2)C2C=CC=CC=2)C=CC=CC=1.[Cl:28][C:29]1[CH:30]=[C:31](/[C:39](=[CH:43]\[CH:44]2[CH2:48][CH2:47][CH2:46][CH2:45]2)/[C:40]([OH:42])=O)[CH:32]=[CH:33][C:34]=1[S:35]([CH3:38])(=[O:37])=[O:36].[CH3:49][C:50]1([CH3:61])[O:54][CH:53]([C:55]2[N:56]=[C:57]([NH2:60])[S:58][CH:59]=2)[CH2:52][O:51]1, predict the reaction product. The product is: [Cl:28][C:29]1[CH:30]=[C:31](/[C:39](=[CH:43]\[CH:44]2[CH2:48][CH2:47][CH2:46][CH2:45]2)/[C:40]([NH:60][C:57]2[S:58][CH:59]=[C:55]([CH:53]3[CH2:52][O:51][C:50]([CH3:61])([CH3:49])[O:54]3)[N:56]=2)=[O:42])[CH:32]=[CH:33][C:34]=1[S:35]([CH3:38])(=[O:36])=[O:37]. (2) Given the reactants [CH2:1]([OH:9])[CH2:2][CH2:3][CH2:4][CH2:5][CH2:6][CH2:7][CH3:8].F[C:11]1[CH:16]=[CH:15][C:14]([C:17](=[O:19])[CH3:18])=[CH:13][C:12]=1[C:20]([F:23])([F:22])[F:21].CC(C)([O-])C.[K+], predict the reaction product. The product is: [CH2:1]([O:9][C:11]1[CH:16]=[CH:15][C:14]([C:17](=[O:19])[CH3:18])=[CH:13][C:12]=1[C:20]([F:21])([F:22])[F:23])[CH2:2][CH2:3][CH2:4][CH2:5][CH2:6][CH2:7][CH3:8]. (3) Given the reactants [CH2:1]1[C:3]2([CH2:8][C:7](=[O:9])[O:6][C:5](=[O:10])[CH2:4]2)[CH2:2]1.Cl.[CH3:12][NH:13][O:14][CH3:15].N1C=CC=CC=1, predict the reaction product. The product is: [CH3:15][O:14][N:13]([CH3:12])[C:7]([CH2:8][C:3]1([CH2:4][C:5]([OH:6])=[O:10])[CH2:2][CH2:1]1)=[O:9]. (4) Given the reactants C[CH2:2][N:3]=C=NCCCN(C)C.[C:12]([CH2:15][C:16]1[CH:21]=[C:20]([F:22])[CH:19]=[CH:18][C:17]=1[S:23]([NH:26][C:27]1[C:36]([C:37]([O:39][CH3:40])=[O:38])=[C:35]2[C:30]([CH:31]3[CH2:41][CH:32]3[CH2:33][O:34]2)=[CH:29][CH:28]=1)(=[O:25])=[O:24])(O)=[O:13].Cl.Cl.[CH2:44]([N:46]1[CH2:50][CH2:49][C@H:48](NC)[CH2:47]1)[CH3:45].C(N(CC)CC)C, predict the reaction product. The product is: [CH2:44]([N:46]1[CH2:50][CH2:49][C@@H:48]([CH2:2][NH:3][C:12]([CH2:15][C:16]2[CH:21]=[C:20]([F:22])[CH:19]=[CH:18][C:17]=2[S:23]([NH:26][C:27]2[C:36]([C:37]([O:39][CH3:40])=[O:38])=[C:35]3[C:30]([CH:31]4[CH2:41][CH:32]4[CH2:33][O:34]3)=[CH:29][CH:28]=2)(=[O:24])=[O:25])=[O:13])[CH2:47]1)[CH3:45]. (5) Given the reactants [CH2:1]1[C:9]2[C:4](=[CH:5][CH:6]=[CH:7][CH:8]=2)[CH:3]=[CH:2]1.[CH:10]1([Si:16](C)([CH3:18])[CH3:17])C=CCC=C1, predict the reaction product. The product is: [CH2:1]1[C:9]2[C:4](=[CH:5][CH:6]=[CH:7][CH:8]=2)[CH2:3][CH:2]1[Si:16]([CH3:18])([CH3:17])[CH3:10].